Dataset: Reaction yield outcomes from USPTO patents with 853,638 reactions. Task: Predict the reaction yield, written as a fraction of the theoretical maximum amount of product (1.0 means a 100% yield; for example, 0.34 means a 34% yield). (1) The reactants are [OH:1][C:2]1[CH:25]=[CH:24][CH:23]=[CH:22][C:3]=1[C:4]([NH:6][CH:7]([CH3:21])[CH:8]([NH:10]C(=O)OCC1C=CC=CC=1)[CH3:9])=[O:5]. The catalyst is CO.[Pd]. The product is [NH2:10][CH:8]([CH3:9])[CH:7]([NH:6][C:4](=[O:5])[C:3]1[CH:22]=[CH:23][CH:24]=[CH:25][C:2]=1[OH:1])[CH3:21]. The yield is 0.860. (2) The reactants are [C:1]([C:3]1[CH:11]=[CH:10][C:6]([C:7](O)=[O:8])=[CH:5][CH:4]=1)#[N:2].CN([C:15]([O:19][N:20]1N=NC2C=CC=N[C:21]1=2)=[N+](C)C)C.F[P-](F)(F)(F)(F)F.CN. The catalyst is C(Cl)Cl.O. The product is [C:1]([C:3]1[CH:11]=[CH:10][C:6]([C:7]([N:20]([O:19][CH3:15])[CH3:21])=[O:8])=[CH:5][CH:4]=1)#[N:2]. The yield is 0.960. (3) The reactants are [CH2:1]=[CH:2][C:3]1C=CC=[CH:5][CH:4]=1.OOS([O-])=O.[K+].[O-]S([O-])=O.[Na+].[Na+].CC[O:23][C:24]([CH3:26])=[O:25]. The catalyst is CN(C=O)C.O=[Os](=O)(=O)=O. The product is [C:24]([OH:23])(=[O:25])[C:26]1[CH:5]=[CH:4][CH:3]=[CH:2][CH:1]=1. The yield is 0.940. (4) The reactants are [CH3:1][O:2][C:3]1[CH:4]=[C:5]2[C:10](=[CH:11][C:12]=1[O:13][CH3:14])[N:9]=[CH:8][N:7]=[C:6]2[O:15][C:16]1[CH:22]=[CH:21][C:19]([NH2:20])=[CH:18][CH:17]=1.C(N(CC)CC)C.ClC(Cl)(O[C:34](=[O:40])OC(Cl)(Cl)Cl)Cl.[N:42]1([CH2:47][CH2:48][NH2:49])[CH2:46][CH2:45][CH2:44][CH2:43]1. The catalyst is C(Cl)(Cl)Cl.O. The product is [CH3:1][O:2][C:3]1[CH:4]=[C:5]2[C:10](=[CH:11][C:12]=1[O:13][CH3:14])[N:9]=[CH:8][N:7]=[C:6]2[O:15][C:16]1[CH:22]=[CH:21][C:19]([NH:20][C:34]([NH:49][CH2:48][CH2:47][N:42]2[CH2:46][CH2:45][CH2:44][CH2:43]2)=[O:40])=[CH:18][CH:17]=1. The yield is 0.0900. (5) The reactants are [OH-].[Li+].[CH2:3]1[C:12]2[C:7](=[CH:8][CH:9]=[CH:10][CH:11]=2)[CH2:6][CH2:5][N:4]1[C:13](=[O:34])[CH2:14][CH2:15][C:16]1[CH:33]=[CH:32][C:19]([O:20][CH2:21][C:22]2[CH:31]=[CH:30][CH:29]=[CH:28][C:23]=2[C:24]([O:26]C)=[O:25])=[CH:18][CH:17]=1. The catalyst is O.C1COCC1. The product is [CH2:3]1[C:12]2[C:7](=[CH:8][CH:9]=[CH:10][CH:11]=2)[CH2:6][CH2:5][N:4]1[C:13](=[O:34])[CH2:14][CH2:15][C:16]1[CH:33]=[CH:32][C:19]([O:20][CH2:21][C:22]2[CH:31]=[CH:30][CH:29]=[CH:28][C:23]=2[C:24]([OH:26])=[O:25])=[CH:18][CH:17]=1. The yield is 0.890.